From a dataset of Full USPTO retrosynthesis dataset with 1.9M reactions from patents (1976-2016). Predict the reactants needed to synthesize the given product. (1) Given the product [Br:1][C:2]1[CH:8]=[CH:7][C:5]([NH:6][C:21](=[O:22])[C:20]2[CH:24]=[CH:25][CH:26]=[C:18]([C:17]([F:16])([F:27])[F:28])[CH:19]=2)=[CH:4][CH:3]=1, predict the reactants needed to synthesize it. The reactants are: [Br:1][C:2]1[CH:8]=[CH:7][C:5]([NH2:6])=[CH:4][CH:3]=1.C(N(CC)CC)C.[F:16][C:17]([F:28])([F:27])[C:18]1[CH:19]=[C:20]([CH:24]=[CH:25][CH:26]=1)[C:21](Cl)=[O:22].O. (2) Given the product [CH3:7][O:6][C:4](=[O:5])[CH:3]([NH:2][C:20](=[O:21])[C:19]1[CH:23]=[CH:24][C:16]([Br:15])=[CH:17][CH:18]=1)[C:8]([O:10][CH3:11])=[O:9], predict the reactants needed to synthesize it. The reactants are: Cl.[NH2:2][CH:3]([C:8]([O:10][CH3:11])=[O:9])[C:4]([O:6][CH3:7])=[O:5].ClCCl.[Br:15][C:16]1[CH:24]=[CH:23][C:19]([C:20](Cl)=[O:21])=[CH:18][CH:17]=1. (3) Given the product [OH:16][CH2:15][C@H:11]1[CH2:10][N:9]([C@@H:2]([C:3]2[CH:8]=[CH:7][CH:6]=[CH:5][CH:4]=2)[CH3:1])[C:13](=[O:14])[CH2:12]1, predict the reactants needed to synthesize it. The reactants are: [CH3:1][C@@H:2]([N:9]1[C:13](=[O:14])[CH2:12][C@@H:11]([C:15](O)=[O:16])[CH2:10]1)[C:3]1[CH:8]=[CH:7][CH:6]=[CH:5][CH:4]=1.CSC.B. (4) The reactants are: [OH-].[Na+].C([O:6][C:7]1[CH:31]=[CH:30][C:29]([O:32][CH2:33][CH3:34])=[CH:28][C:8]=1[C:9]([NH:11][C:12]1[CH:21]=[C:20]([C:22]2[CH:27]=[CH:26][CH:25]=[CH:24][CH:23]=2)[CH:19]=[CH:18][C:13]=1[C:14]([O:16]C)=[O:15])=[O:10])(=O)C.Cl. Given the product [CH2:33]([O:32][C:29]1[CH:30]=[CH:31][C:7]([OH:6])=[C:8]([CH:28]=1)[C:9]([NH:11][C:12]1[CH:21]=[C:20]([C:22]2[CH:27]=[CH:26][CH:25]=[CH:24][CH:23]=2)[CH:19]=[CH:18][C:13]=1[C:14]([OH:16])=[O:15])=[O:10])[CH3:34], predict the reactants needed to synthesize it. (5) The reactants are: [CH:1]1([CH2:4][O:5][C:6]2[CH:7]=[C:8]([CH:13]=[CH:14][C:15]=2[CH:16]=[O:17])[C:9]([O:11]C)=[O:10])[CH2:3][CH2:2]1.[OH-].[Li+].O. Given the product [CH:1]1([CH2:4][O:5][C:6]2[CH:7]=[C:8]([CH:13]=[CH:14][C:15]=2[CH:16]=[O:17])[C:9]([OH:11])=[O:10])[CH2:3][CH2:2]1, predict the reactants needed to synthesize it. (6) The reactants are: [CH3:1][C:2]1[CH:11]=[C:10]([S:12]([C:15]2[CH:20]=[CH:19][CH:18]=[CH:17][CH:16]=2)(=[O:14])=[O:13])[C:9]2[C:4](=[C:5]([N:21]3[CH2:26][CH2:25][NH:24][CH2:23][CH2:22]3)[CH:6]=[CH:7][CH:8]=2)[N:3]=1.[ClH:27]. Given the product [ClH:27].[CH3:1][C:2]1[CH:11]=[C:10]([S:12]([C:15]2[CH:20]=[CH:19][CH:18]=[CH:17][CH:16]=2)(=[O:13])=[O:14])[C:9]2[C:4](=[C:5]([N:21]3[CH2:26][CH2:25][NH:24][CH2:23][CH2:22]3)[CH:6]=[CH:7][CH:8]=2)[N:3]=1, predict the reactants needed to synthesize it. (7) The reactants are: C([O:8][C:9]1[C:10]([N:21]2[S:25](=[O:27])(=[O:26])[NH:24][C:23](=[O:28])[CH2:22]2)=[C:11]([F:20])[C:12]2[C:17]([CH:18]=1)=[CH:16][CH:15]=[C:14](Br)[CH:13]=2)C1C=CC=CC=1.[CH3:29][C:30]([CH3:37])([CH2:34][CH:35]=[CH2:36])[C:31]([OH:33])=[O:32].B1C2CCCC1CCC2. Given the product [F:20][C:11]1[C:10]([N:21]2[CH2:22][C:23](=[O:28])[NH:24][S:25]2(=[O:27])=[O:26])=[C:9]([OH:8])[CH:18]=[C:17]2[C:12]=1[CH:13]=[C:14]([CH2:36][CH2:35][CH2:34][C:30]([CH3:37])([CH3:29])[C:31]([OH:33])=[O:32])[CH:15]=[CH:16]2, predict the reactants needed to synthesize it. (8) Given the product [CH3:26][C:22]1[CH:23]=[CH:24][CH:25]=[C:20]([CH3:19])[C:21]=1[C:27]1[CH:28]=[CH:29][C:30]([C:6]([N:8]2[CH2:12][C:11](=[N:13][O:14][CH3:15])[CH2:10][C@H:9]2[C:16]([NH:36][CH2:37][CH:38]([OH:49])[CH2:39][O:40][C:41]2[CH:46]=[CH:45][C:44]([O:47][CH3:48])=[CH:43][CH:42]=2)=[O:18])=[O:7])=[CH:31][CH:32]=1, predict the reactants needed to synthesize it. The reactants are: C(O[C:6]([N:8]1[CH2:12][C:11](=[N:13][O:14][CH3:15])[CH2:10][C@H:9]1[C:16]([OH:18])=O)=[O:7])(C)(C)C.[CH3:19][C:20]1[CH:25]=[CH:24][CH:23]=[C:22]([CH3:26])[C:21]=1[C:27]1[CH:32]=[CH:31][C:30](C(O)=O)=[CH:29][CH:28]=1.[NH2:36][CH2:37][CH:38]([OH:49])[CH2:39][O:40][C:41]1[CH:46]=[CH:45][C:44]([O:47][CH3:48])=[CH:43][CH:42]=1. (9) The reactants are: [NH:1]1[CH:5]=[CH:4][N:3]=[CH:2]1.[CH:6]1[N:10]([CH2:11][O:12][CH2:13][CH2:14][OH:15])[C:9]2[N:16]=[C:17]([NH2:21])[N:18]=[C:19]([OH:20])[C:8]=2[N:7]=1.CC1N=CNC=1. Given the product [CH:6]1[N:10]([CH2:11][O:12][CH2:13][CH2:14][OH:15])[C:9]2[N:16]=[C:17]([NH2:21])[N:18]=[C:19]([OH:20])[C:8]=2[N:7]=1.[NH:1]1[CH:5]=[CH:4][N:3]=[CH:2]1, predict the reactants needed to synthesize it. (10) Given the product [F:48][C:49]1[CH:50]=[CH:51][C:52]([N:55]([C:11]([N:21]2[C@H:22]([CH3:26])[CH2:23][CH2:24][CH2:25][C@@H:20]2[CH3:19])=[O:17])[NH2:56])=[N:53][CH:54]=1, predict the reactants needed to synthesize it. The reactants are: N1C=CC=CC=1.ClC(Cl)(O[C:11](=[O:17])OC(Cl)(Cl)Cl)Cl.[CH3:19][C@H:20]1[CH2:25][CH2:24][CH2:23][C@@H:22]([CH3:26])[NH:21]1.C[C@H]1CCC[C@@H](C)N1.C(Cl)(=O)N.CCN(C(C)C)C(C)C.[F:48][C:49]1[CH:50]=[CH:51][C:52]([NH:55][NH2:56])=[N:53][CH:54]=1.